Predict the reactants needed to synthesize the given product. From a dataset of Full USPTO retrosynthesis dataset with 1.9M reactions from patents (1976-2016). (1) Given the product [Cl:1][C:2]1[CH:10]=[C:9]2[C:5]([C:6]([CH:19]=[O:20])=[CH:7][NH:8]2)=[CH:4][C:3]=1[C:26]1[CH:37]=[CH:36][C:29]([O:30][CH2:31][CH2:32][C:33]([OH:35])=[O:34])=[CH:28][CH:27]=1, predict the reactants needed to synthesize it. The reactants are: [Cl:1][C:2]1[CH:10]=[C:9]2[C:5]([CH:6]=[CH:7][NH:8]2)=[CH:4][C:3]=1B1OCC(C)(C)CO1.[C:19](=O)([O-])[O-:20].[K+].[K+].Br[C:26]1[CH:37]=[CH:36][C:29]([O:30][CH2:31][CH2:32][C:33]([OH:35])=[O:34])=[CH:28][CH:27]=1. (2) Given the product [OH:19][CH2:17][C:3]1[N:4]2[CH:9]=[CH:8][CH:7]=[CH:6][C:5]2=[N:1][C:2]=1[C:10]([O:12][CH2:13][CH3:14])=[O:11], predict the reactants needed to synthesize it. The reactants are: [N:1]1[C:2]([C:10]([O:12][CH2:13][CH3:14])=[O:11])=[CH:3][N:4]2[CH:9]=[CH:8][CH:7]=[CH:6][C:5]=12.C=O.[C:17]([O-])(=[O:19])C.[Na+].[OH-].[Na+].